Dataset: Reaction yield outcomes from USPTO patents with 853,638 reactions. Task: Predict the reaction yield, written as a fraction of the theoretical maximum amount of product (1.0 means a 100% yield; for example, 0.34 means a 34% yield). (1) The reactants are C([C@@H]([C@H](C(O)=O)O)O)(O)=O.[CH2:11]([O:18][C:19](=[O:36])[C:20]([CH3:35])([O:22][C:23]1[CH:28]=[CH:27][CH:26]=[C:25]([C@@H:29]2[CH2:34][CH2:33][CH2:32][NH:31][CH2:30]2)[CH:24]=1)[CH3:21])[C:12]1[CH:17]=[CH:16][CH:15]=[CH:14][CH:13]=1.C(=O)(O)[O-].[Na+].Cl[C:43]([O:45][CH3:46])=[O:44].Cl. The catalyst is C(Cl)Cl.O. The product is [CH3:46][O:45][C:43]([N:31]1[CH2:32][CH2:33][CH2:34][C@@H:29]([C:25]2[CH:26]=[CH:27][CH:28]=[C:23]([O:22][C:20]([C:19]([O:18][CH2:11][C:12]3[CH:17]=[CH:16][CH:15]=[CH:14][CH:13]=3)=[O:36])([CH3:21])[CH3:35])[CH:24]=2)[CH2:30]1)=[O:44]. The yield is 0.930. (2) The reactants are [CH3:1][O:2][C:3]1[C:4](=[O:37])[C:5]([CH3:36])=[C:6]([CH2:12][C:13]2[CH:14]=[CH:15][C:16]([O:32]C(=O)C)=[C:17]([CH:31]=2)[C:18]([NH:20][C:21]2[CH:26]=[CH:25][C:24]([O:27][CH3:28])=[C:23]([O:29][CH3:30])[CH:22]=2)=[O:19])[C:7](=[O:11])[C:8]=1[O:9][CH3:10].C(=O)([O-])O.[Na+]. The catalyst is CO.O. The product is [CH3:1][O:2][C:3]1[C:4](=[O:37])[C:5]([CH3:36])=[C:6]([CH2:12][C:13]2[CH:14]=[CH:15][C:16]([OH:32])=[C:17]([CH:31]=2)[C:18]([NH:20][C:21]2[CH:26]=[CH:25][C:24]([O:27][CH3:28])=[C:23]([O:29][CH3:30])[CH:22]=2)=[O:19])[C:7](=[O:11])[C:8]=1[O:9][CH3:10]. The yield is 0.350. (3) The reactants are [OH:1][C:2]1[CH:6]=[C:5]([C:7]([O:9][CH3:10])=[O:8])[N:4]([CH3:11])[N:3]=1.IC.[C:14](=O)([O-])[O-].[K+].[K+].CN(C)C=O. The catalyst is O. The product is [CH3:14][O:1][C:2]1[CH:6]=[C:5]([C:7]([O:9][CH3:10])=[O:8])[N:4]([CH3:11])[N:3]=1. The yield is 0.790.